From a dataset of HIV replication inhibition screening data with 41,000+ compounds from the AIDS Antiviral Screen. Binary Classification. Given a drug SMILES string, predict its activity (active/inactive) in a high-throughput screening assay against a specified biological target. (1) The molecule is CSCC1Cc2c(cc3c(c2O)C(=O)c2ccccc2C3=O)O1. The result is 0 (inactive). (2) The drug is CC1=Nc2nc(Cl)cn2C(=O)C1(Cl)Cl. The result is 0 (inactive). (3) The drug is O=C1c2ccccc2-c2nnc(-c3ccc(Cl)cc3)cc21. The result is 0 (inactive). (4) The compound is CC(C)(C)OC(=O)NC(C)(C)C(=O)NCCC(=O)O. The result is 0 (inactive).